This data is from Peptide-MHC class II binding affinity with 134,281 pairs from IEDB. The task is: Regression. Given a peptide amino acid sequence and an MHC pseudo amino acid sequence, predict their binding affinity value. This is MHC class II binding data. (1) The peptide sequence is SARYDVALSEQGEFK. The MHC is DRB5_0101 with pseudo-sequence DRB5_0101. The binding affinity (normalized) is 0. (2) The peptide sequence is LVGPTPVNIIGRNLLTQLGC. The MHC is DRB1_0405 with pseudo-sequence DRB1_0405. The binding affinity (normalized) is 0.193. (3) The peptide sequence is NSFKPFAEYKSDYVY. The MHC is DRB1_0405 with pseudo-sequence DRB1_0405. The binding affinity (normalized) is 0.301. (4) The peptide sequence is SHHYIRVGNETGLEL. The MHC is DRB1_0404 with pseudo-sequence DRB1_0404. The binding affinity (normalized) is 0.428. (5) The peptide sequence is KEPLKECGGILQAYD. The MHC is DRB3_0202 with pseudo-sequence DRB3_0202. The binding affinity (normalized) is 0. (6) The peptide sequence is RSRPRRTTRRMDRRT. The MHC is DRB1_0301 with pseudo-sequence DRB1_0301. The binding affinity (normalized) is 0.156. (7) The peptide sequence is RRTEPAAEGVGAASQDL. The MHC is DRB1_1501 with pseudo-sequence DRB1_1501. The binding affinity (normalized) is 0.333.